From a dataset of Forward reaction prediction with 1.9M reactions from USPTO patents (1976-2016). Predict the product of the given reaction. (1) Given the reactants [CH3:1][C:2]([CH3:18])([CH3:17])[CH2:3][C:4]([C:6](=[CH:9][C:10]1[CH:15]=[CH:14][C:13]([CH3:16])=[CH:12][CH:11]=1)[C:7]#[N:8])=O.[NH2:19][C:20]([CH3:29])=[CH:21][C:22]([O:24][C:25]([CH3:28])([CH3:27])[CH3:26])=[O:23], predict the reaction product. The product is: [C:7]([C:6]1[CH:9]([C:10]2[CH:15]=[CH:14][C:13]([CH3:16])=[CH:12][CH:11]=2)[C:21]([C:22]([O:24][C:25]([CH3:28])([CH3:27])[CH3:26])=[O:23])=[C:20]([CH3:29])[NH:19][C:4]=1[CH2:3][C:2]([CH3:18])([CH3:17])[CH3:1])#[N:8]. (2) Given the reactants [N:1]([C@@H:4]1[CH2:9][CH2:8][O:7][CH2:6][C@@H:5]1[NH:10][C:11](=[O:17])[O:12][C:13]([CH3:16])([CH3:15])[CH3:14])=[N+]=[N-], predict the reaction product. The product is: [NH2:1][C@@H:4]1[CH2:9][CH2:8][O:7][CH2:6][C@@H:5]1[NH:10][C:11](=[O:17])[O:12][C:13]([CH3:15])([CH3:14])[CH3:16].